From a dataset of Full USPTO retrosynthesis dataset with 1.9M reactions from patents (1976-2016). Predict the reactants needed to synthesize the given product. Given the product [CH3:17][C:16]1([CH3:18])[C:19]([CH3:21])([CH3:20])[O:12][B:10]([C:6]2[CH:7]=[CH:8][CH:9]=[C:4]([O:3][C:2]([F:1])([F:13])[F:14])[CH:5]=2)[O:11]1, predict the reactants needed to synthesize it. The reactants are: [F:1][C:2]([F:14])([F:13])[O:3][C:4]1[CH:5]=[C:6]([B:10]([OH:12])[OH:11])[CH:7]=[CH:8][CH:9]=1.O[C:16]([C:19](O)([CH3:21])[CH3:20])([CH3:18])[CH3:17].